This data is from Full USPTO retrosynthesis dataset with 1.9M reactions from patents (1976-2016). The task is: Predict the reactants needed to synthesize the given product. (1) Given the product [C:34]([C:28]1[CH:29]=[C:30]([CH:31]([CH3:33])[CH3:32])[C:24]2[O:23][C:22]([C:19]3[CH:20]=[CH:21][C:16]([C:15]([NH:14][CH2:13][C@H:11]4[O:10][C:9](=[O:37])[N:8]([C:5]5[CH:4]=[CH:3][C:2]([C:48]6[CH:49]=[CH:50][CH:51]=[CH:52][C:47]=6[O:46][C:45]([F:44])([F:57])[F:56])=[CH:7][N:6]=5)[CH2:12]4)=[O:36])=[CH:17][CH:18]=3)=[N:26][C:25]=2[CH:27]=1)#[N:35], predict the reactants needed to synthesize it. The reactants are: Cl[C:2]1[CH:3]=[CH:4][C:5]([N:8]2[CH2:12][C@@H:11]([CH2:13][NH:14][C:15](=[O:36])[C:16]3[CH:21]=[CH:20][C:19]([C:22]4[O:23][C:24]5[C:30]([CH:31]([CH3:33])[CH3:32])=[CH:29][C:28]([C:34]#[N:35])=[CH:27][C:25]=5[N:26]=4)=[CH:18][CH:17]=3)[O:10][C:9]2=[O:37])=[N:6][CH:7]=1.C(=O)([O-])[O-].[K+].[K+].[F:44][C:45]([F:57])([F:56])[O:46][C:47]1[CH:52]=[CH:51][CH:50]=[CH:49][C:48]=1B(O)O. (2) Given the product [C:15]1([C:14]2[NH:21][CH:2]=[C:3]([C:5]3[CH:10]=[CH:9][C:8]([Cl:11])=[C:7]([Cl:12])[CH:6]=3)[N:22]=2)[CH:20]=[CH:19][CH:18]=[CH:17][CH:16]=1, predict the reactants needed to synthesize it. The reactants are: Br[CH2:2][C:3]([C:5]1[CH:10]=[CH:9][C:8]([Cl:11])=[C:7]([Cl:12])[CH:6]=1)=O.Cl.[C:14]([NH2:22])(=[NH:21])[C:15]1[CH:20]=[CH:19][CH:18]=[CH:17][CH:16]=1.C(=O)(O)[O-].[K+]. (3) Given the product [C:37]([O:41][C:42](=[O:43])[NH:44][CH2:45][C@H:46]([CH2:50][C:51]1[CH:52]=[CH:53][C:54]([Cl:57])=[CH:55][CH:56]=1)[C:47]([N:33]1[CH2:32][CH2:31][N:30]([C:29]2[C:24]3[C:23]([CH3:36])=[CH:22][NH:21][C:25]=3[N:26]=[CH:27][N:28]=2)[CH2:35][CH2:34]1)=[O:48])([CH3:40])([CH3:38])[CH3:39], predict the reactants needed to synthesize it. The reactants are: CCN(C(C)C)C(C)C.Cl.Cl.C1(S([N:21]2[C:25]3[N:26]=[CH:27][N:28]=[C:29]([N:30]4[CH2:35][CH2:34][NH:33][CH2:32][CH2:31]4)[C:24]=3[C:23]([CH3:36])=[CH:22]2)(=O)=O)C=CC=CC=1.[C:37]([O:41][C:42]([NH:44][CH2:45][C@H:46]([CH2:50][C:51]1[CH:56]=[CH:55][C:54]([Cl:57])=[CH:53][CH:52]=1)[C:47](O)=[O:48])=[O:43])([CH3:40])([CH3:39])[CH3:38].CN(C(ON1N=NC2C=CC=CC1=2)=[N+](C)C)C.F[P-](F)(F)(F)(F)F.[Li+].[OH-]. (4) Given the product [O:1]=[C:2]1[NH:7][CH:6]=[C:5]([C:8]([OH:10])=[O:9])[CH:4]=[C:3]1[C:12]([F:15])([F:13])[F:14], predict the reactants needed to synthesize it. The reactants are: [O:1]=[C:2]1[NH:7][CH:6]=[C:5]([C:8]([O:10]C)=[O:9])[CH:4]=[C:3]1[C:12]([F:15])([F:14])[F:13]. (5) Given the product [N:1]1[CH:6]=[CH:5][CH:4]=[CH:3][C:2]=1[C:7]1[CH:11]=[CH:10][N:9]([CH3:14])[N:8]=1, predict the reactants needed to synthesize it. The reactants are: [N:1]1[CH:6]=[CH:5][CH:4]=[CH:3][C:2]=1[C:7]1[CH:11]=[CH:10][NH:9][N:8]=1.[H-].[Na+].[CH3:14]I. (6) The reactants are: [N+:1]([C:4]1[CH:9]=[CH:8][C:7]([N:10]2[CH2:15][CH2:14][CH2:13][O:12][C:11]2=[O:16])=[CH:6][CH:5]=1)([O-])=O.[H][H]. Given the product [NH2:1][C:4]1[CH:5]=[CH:6][C:7]([N:10]2[CH2:15][CH2:14][CH2:13][O:12][C:11]2=[O:16])=[CH:8][CH:9]=1, predict the reactants needed to synthesize it.